Dataset: Full USPTO retrosynthesis dataset with 1.9M reactions from patents (1976-2016). Task: Predict the reactants needed to synthesize the given product. Given the product [CH3:1][O:2][C:3]1[CH:8]=[CH:7][C:6]([C:9]2[N:10]=[C:11]([NH:29][C:26](=[O:28])[CH3:27])[O:12][C:13]=2[C:14]2[CH:19]=[CH:18][C:17]([O:20][CH3:21])=[CH:16][CH:15]=2)=[CH:5][CH:4]=1, predict the reactants needed to synthesize it. The reactants are: [CH3:1][O:2][C:3]1[CH:8]=[CH:7][C:6]([C:9]2[N:10]=[C:11](S(C)(=O)=O)[O:12][C:13]=2[C:14]2[CH:19]=[CH:18][C:17]([O:20][CH3:21])=[CH:16][CH:15]=2)=[CH:5][CH:4]=1.[C:26]([NH2:29])(=[O:28])[CH3:27].[H-].[Na+].